This data is from Catalyst prediction with 721,799 reactions and 888 catalyst types from USPTO. The task is: Predict which catalyst facilitates the given reaction. (1) Reactant: Cl[C:2]1[C:11]2[C:6](=[CH:7][CH:8]=[CH:9][CH:10]=2)[C:5]([C:12]2[CH:17]=[CH:16][N:15]=[C:14]([N:18]3[CH2:23][CH2:22][O:21][CH2:20][CH2:19]3)[N:13]=2)=[CH:4][N:3]=1.[NH4+:24].[OH-].O1CCOCC1. Product: [N:18]1([C:14]2[N:13]=[C:12]([C:5]3[C:6]4[C:11](=[CH:10][CH:9]=[CH:8][CH:7]=4)[C:2]([NH2:24])=[N:3][CH:4]=3)[CH:17]=[CH:16][N:15]=2)[CH2:23][CH2:22][O:21][CH2:20][CH2:19]1. The catalyst class is: 6. (2) Reactant: N[C:2]1[CH:3]=[C:4]([C:10]2[CH:15]=[CH:14][C:13]([C:16]([O:18][CH3:19])=[O:17])=[CH:12][C:11]=2[CH3:20])[CH:5]=[CH:6][C:7]=1[CH2:8][CH3:9].[I:21]I.CCCCCON=O.[O-]S([O-])(=S)=O.[Na+].[Na+]. Product: [CH2:8]([C:7]1[CH:6]=[CH:5][C:4]([C:10]2[CH:15]=[CH:14][C:13]([C:16]([O:18][CH3:19])=[O:17])=[CH:12][C:11]=2[CH3:20])=[CH:3][C:2]=1[I:21])[CH3:9]. The catalyst class is: 22. (3) Reactant: [F:1][C:2]1[CH:3]=[C:4]([CH:7]=[C:8]([F:11])[C:9]=1[F:10])[CH:5]=O.[CH3:12][C:13](=[O:18])[CH2:14][C:15](=[O:17])[CH3:16].N1CCCCC1. Product: [F:1][C:2]1[CH:3]=[C:4]([CH:5]=[C:14]([C:13](=[O:18])[CH3:12])[C:15](=[O:17])[CH3:16])[CH:7]=[C:8]([F:11])[C:9]=1[F:10]. The catalyst class is: 48. (4) Reactant: [CH:1]1[C:13]2[CH:12]([CH2:14][O:15][C:16]([NH:18][C@@H:19]([CH2:23][S:24][C:25]([C:38]3[CH:43]=[CH:42][CH:41]=[CH:40][CH:39]=3)([C:32]3[CH:37]=[CH:36][CH:35]=[CH:34][CH:33]=3)[C:26]3[CH:31]=[CH:30][CH:29]=[CH:28][CH:27]=3)[C:20]([OH:22])=[O:21])=[O:17])[C:11]3[C:6](=[CH:7][CH:8]=[CH:9][CH:10]=3)[C:5]=2[CH:4]=[CH:3][CH:2]=1.[C:44](O)([CH3:47])([CH3:46])[CH3:45].C1(N=C=NC2CCCCC2)CCCCC1. Product: [C:44]([O:21][C:20](=[O:22])[C@@H:19]([NH:18][C:16]([O:15][CH2:14][CH:12]1[C:13]2[CH:1]=[CH:2][CH:3]=[CH:4][C:5]=2[C:6]2[C:11]1=[CH:10][CH:9]=[CH:8][CH:7]=2)=[O:17])[CH2:23][S:24][C:25]([C:38]1[CH:39]=[CH:40][CH:41]=[CH:42][CH:43]=1)([C:32]1[CH:33]=[CH:34][CH:35]=[CH:36][CH:37]=1)[C:26]1[CH:27]=[CH:28][CH:29]=[CH:30][CH:31]=1)([CH3:47])([CH3:46])[CH3:45]. The catalyst class is: 367. (5) Reactant: [OH:1][C:2]1[CH:11]=[CH:10][CH:9]=[CH:8][C:3]=1[C:4]([O:6][CH3:7])=[O:5].C(=O)([O-])[O-].[K+].[K+].[CH2:18](I)[CH2:19][CH3:20]. Product: [CH2:18]([O:1][C:2]1[CH:11]=[CH:10][CH:9]=[CH:8][C:3]=1[C:4]([O:6][CH3:7])=[O:5])[CH2:19][CH3:20]. The catalyst class is: 9.